Predict the product of the given reaction. From a dataset of Forward reaction prediction with 1.9M reactions from USPTO patents (1976-2016). (1) Given the reactants [F:1][C:2]1[CH:3]=[CH:4][C:5]([OH:22])=[C:6]([C:8]2[CH2:12][CH2:11][CH2:10][C:9]=2[C:13]2[N:18]=[C:17]([C:19]([OH:21])=[O:20])[CH:16]=[CH:15][CH:14]=2)[CH:7]=1.[CH2:23](Br)[C:24]1[CH:29]=[CH:28][CH:27]=[CH:26][CH:25]=1.[CH3:31][C:32](=O)[CH2:33][CH3:34].[CH3:36][C:37]([CH3:39])=O, predict the reaction product. The product is: [CH2:23]([O:20][C:19]([C:17]1[CH:16]=[CH:15][CH:14]=[C:13]([C:9]2[CH2:10][CH2:11][CH2:12][C:8]=2[C:6]2[CH:7]=[C:2]([F:1])[CH:3]=[CH:4][C:5]=2[O:22][CH2:31][C:32]2[CH:39]=[CH:37][CH:36]=[CH:34][CH:33]=2)[N:18]=1)=[O:21])[C:24]1[CH:29]=[CH:28][CH:27]=[CH:26][CH:25]=1. (2) Given the reactants Br[CH:2]([C:14]1[CH:19]=[CH:18][CH:17]=[CH:16][CH:15]=1)[C:3]([NH:5][C:6]1[CH:11]=[C:10]([CH3:12])[CH:9]=[CH:8][C:7]=1[OH:13])=[O:4].C(=O)([O-])[O-].[K+].[K+].O.Cl, predict the reaction product. The product is: [CH3:12][C:10]1[CH:9]=[CH:8][C:7]2[O:13][CH:2]([C:14]3[CH:19]=[CH:18][CH:17]=[CH:16][CH:15]=3)[C:3](=[O:4])[NH:5][C:6]=2[CH:11]=1. (3) Given the reactants [F:1][C:2]([F:7])([F:6])[C:3]([OH:5])=[O:4].[C:8]1([C:14]2[CH:19]=[C:18]([CH:20]3[CH2:25][CH2:24][NH:23][CH2:22][CH2:21]3)[CH:17]=[CH:16][C:15]=2[NH:26][C:27]([C:29]2[NH:30][CH:31]=[C:32]([C:34]#[N:35])[N:33]=2)=[O:28])[CH2:13][CH2:12][CH2:11][CH2:10][CH:9]=1.[OH:36][CH2:37][CH:38]=O, predict the reaction product. The product is: [F:1][C:2]([F:7])([F:6])[C:3]([OH:5])=[O:4].[C:8]1([C:14]2[CH:19]=[C:18]([CH:20]3[CH2:21][CH2:22][N:23]([CH2:38][CH2:37][OH:36])[CH2:24][CH2:25]3)[CH:17]=[CH:16][C:15]=2[NH:26][C:27]([C:29]2[NH:30][CH:31]=[C:32]([C:34]#[N:35])[N:33]=2)=[O:28])[CH2:13][CH2:12][CH2:11][CH2:10][CH:9]=1. (4) Given the reactants Br[C:2]1[CH:3]=[C:4]([N:11]2[CH2:16][CH2:15][N:14]([CH3:17])[CH2:13][CH2:12]2)[CH:5]=[CH:6][C:7]=1[N+:8]([O-:10])=[O:9].C([O-])([O-])=O.[K+].[K+].CC1(C)C(C)(C)OB([C:32]2[CH2:33][CH2:34][O:35][CH2:36][CH:37]=2)O1, predict the reaction product. The product is: [O:35]1[CH2:34][CH:33]=[C:32]([C:2]2[CH:3]=[C:4]([N:11]3[CH2:16][CH2:15][N:14]([CH3:17])[CH2:13][CH2:12]3)[CH:5]=[CH:6][C:7]=2[N+:8]([O-:10])=[O:9])[CH2:37][CH2:36]1. (5) The product is: [C:29]([N:26]1[CH2:27][CH2:28][N:23]([C:20]2[N:19]=[CH:18][C:17]([NH:16][C:14]([C:12]3[O:13][C:9]([NH:8][C:3]4[CH:4]=[CH:5][CH:6]=[CH:7][C:2]=4[F:1])=[N:10][N:11]=3)=[O:15])=[CH:22][CH:21]=2)[CH2:24][CH2:25]1)(=[O:36])[C:30]1[CH:35]=[CH:34][CH:33]=[CH:32][CH:31]=1. Given the reactants [F:1][C:2]1[CH:7]=[CH:6][CH:5]=[CH:4][C:3]=1[NH:8][C:9]1[O:13][C:12]([C:14]([NH:16][C:17]2[CH:18]=[N:19][C:20]([N:23]3[CH2:28][CH2:27][NH:26][CH2:25][CH2:24]3)=[CH:21][CH:22]=2)=[O:15])=[N:11][N:10]=1.[C:29](Cl)(=[O:36])[C:30]1[CH:35]=[CH:34][CH:33]=[CH:32][CH:31]=1.O, predict the reaction product. (6) Given the reactants [Br:1][C:2]1[CH:3]=[C:4]([NH2:8])[CH:5]=[N:6][CH:7]=1.[H-].[Na+].Cl[C:12]1[C:21]2[C:16](=[CH:17][C:18]([F:23])=[CH:19][C:20]=2[F:22])[N:15]=[C:14]([C:24]2[CH:29]=[C:28]([CH3:30])[CH:27]=[CH:26][N:25]=2)[C:13]=1[CH3:31], predict the reaction product. The product is: [Br:1][C:2]1[CH:3]=[C:4]([NH:8][C:12]2[C:21]3[C:16](=[CH:17][C:18]([F:23])=[CH:19][C:20]=3[F:22])[N:15]=[C:14]([C:24]3[CH:29]=[C:28]([CH3:30])[CH:27]=[CH:26][N:25]=3)[C:13]=2[CH3:31])[CH:5]=[N:6][CH:7]=1.